This data is from Full USPTO retrosynthesis dataset with 1.9M reactions from patents (1976-2016). The task is: Predict the reactants needed to synthesize the given product. (1) Given the product [CH2:9]([N:21]1[CH:8]=[C:7]([CH2:6][O:5][C:1](=[O:4])[CH:2]=[CH2:3])[N:23]=[N:22]1)[CH2:10][CH2:11][CH2:12][CH2:13][CH2:14][CH2:15][CH2:16][CH2:17][CH2:18][CH2:19][CH3:20], predict the reactants needed to synthesize it. The reactants are: [C:1]([O:5][CH2:6][C:7]#[CH:8])(=[O:4])[CH:2]=[CH2:3].[CH2:9]([N:21]=[N+:22]=[N-:23])[CH2:10][CH2:11][CH2:12][CH2:13][CH2:14][CH2:15][CH2:16][CH2:17][CH2:18][CH2:19][CH3:20].O. (2) Given the product [CH3:1][N:2]([CH2:3][C:4]1([C:10]2[CH:15]=[CH:14][C:13]([O:16][CH2:17][CH2:18][CH2:19][N:20]3[CH2:24][CH2:23][CH2:22][CH2:21]3)=[CH:12][CH:11]=2)[CH2:9][CH2:8][O:7][CH2:6][CH2:5]1)[CH2:25][CH2:26][OH:27], predict the reactants needed to synthesize it. The reactants are: [CH3:1][NH:2][CH2:3][C:4]1([C:10]2[CH:15]=[CH:14][C:13]([O:16][CH2:17][CH2:18][CH2:19][N:20]3[CH2:24][CH2:23][CH2:22][CH2:21]3)=[CH:12][CH:11]=2)[CH2:9][CH2:8][O:7][CH2:6][CH2:5]1.[CH2:25]1OC(O)C[O:27][CH:26]1O.CC(O)=O.C(=O)([O-])[O-].[Na+].[Na+]. (3) Given the product [N:1]1([CH2:6][C@@H:7]2[C@H:10]([NH:11][C:12](=[O:39])/[C:13](=[N:27]\[O:28][C:29]([CH3:38])([CH3:37])[C:30]([OH:32])=[O:31])/[C:14]3[N:15]=[C:16]([NH2:19])[S:17][CH:18]=3)[C:9](=[O:40])[N:8]2[S:41]([OH:44])(=[O:42])=[O:43])[CH:5]=[CH:4][N:3]=[N:2]1, predict the reactants needed to synthesize it. The reactants are: [N:1]1([CH2:6][C@@H:7]2[C@H:10]([NH:11][C:12](=[O:39])/[C:13](=[N:27]\[O:28][C:29]([CH3:38])([CH3:37])[C:30]([O:32]C(C)(C)C)=[O:31])/[C:14]3[N:15]=[C:16]([NH:19]C(OC(C)(C)C)=O)[S:17][CH:18]=3)[C:9](=[O:40])[N:8]2[S:41]([OH:44])(=[O:43])=[O:42])[CH:5]=[CH:4][N:3]=[N:2]1.C(O)(C(F)(F)F)=O.